This data is from Forward reaction prediction with 1.9M reactions from USPTO patents (1976-2016). The task is: Predict the product of the given reaction. (1) Given the reactants [C:1]([NH:4][CH2:5][CH2:6][C:7]1[CH:8]=[CH:9][CH:10]=[C:11]2[C:16]=1[CH:15]=[C:14]([O:17][CH2:18][CH2:19][CH2:20][CH2:21][C:22](OC)=[O:23])[CH:13]=[CH:12]2)(=[O:3])[CH3:2].[H-].[Al+3].[Li+].[H-].[H-].[H-].Cl, predict the reaction product. The product is: [OH:23][CH2:22][CH2:21][CH2:20][CH2:19][CH2:18][O:17][C:14]1[CH:15]=[C:16]2[C:11]([CH:10]=[CH:9][CH:8]=[C:7]2[CH2:6][CH2:5][NH:4][C:1](=[O:3])[CH3:2])=[CH:12][CH:13]=1. (2) The product is: [C:1]([O:5][C:6](=[O:45])[NH:7][CH2:8][C:9]1[CH:14]=[CH:13][C:12]([O:15][C:16]2[CH:21]=[C:20]([C:22]([N:24]3[CH:33]4[CH:28]([CH2:29][CH2:30][CH2:31][CH2:32]4)[CH2:27][CH2:26][CH2:25]3)=[O:23])[CH:19]=[C:18]([O:34][C:35]3[CH:36]=[CH:37][C:38]([C:41](=[NH:44])[N:42]([OH:43])[C:46](=[O:48])[CH3:47])=[CH:39][CH:40]=3)[CH:17]=2)=[CH:11][CH:10]=1)([CH3:4])([CH3:2])[CH3:3]. Given the reactants [C:1]([O:5][C:6](=[O:45])[NH:7][CH2:8][C:9]1[CH:14]=[CH:13][C:12]([O:15][C:16]2[CH:21]=[C:20]([C:22]([N:24]3[CH:33]4[CH:28]([CH2:29][CH2:30][CH2:31][CH2:32]4)[CH2:27][CH2:26][CH2:25]3)=[O:23])[CH:19]=[C:18]([O:34][C:35]3[CH:40]=[CH:39][C:38]([C:41](=[NH:44])[NH:42][OH:43])=[CH:37][CH:36]=3)[CH:17]=2)=[CH:11][CH:10]=1)([CH3:4])([CH3:3])[CH3:2].[C:46](OC(=O)C)(=[O:48])[CH3:47], predict the reaction product. (3) The product is: [C:25]([O:29][C:30](=[O:38])[NH:31][CH:32]([CH:33]([CH3:34])[CH3:35])[C@H:36]([OH:37])[C:9]1[O:8][C:7]([C:1]2[CH:2]=[CH:3][CH:4]=[CH:5][CH:6]=2)=[N:11][N:10]=1)([CH3:28])([CH3:27])[CH3:26]. Given the reactants [C:1]1([C:7]2[O:8][CH:9]=[N:10][N:11]=2)[CH:6]=[CH:5][CH:4]=[CH:3][CH:2]=1.[Li]CCCC.[Mg+2].[Br-].[Br-].O(CC)CC.[C:25]([O:29][C:30](=[O:38])[NH:31][C@H:32]([CH:36]=[O:37])[CH:33]([CH3:35])[CH3:34])([CH3:28])([CH3:27])[CH3:26], predict the reaction product.